From a dataset of Catalyst prediction with 721,799 reactions and 888 catalyst types from USPTO. Predict which catalyst facilitates the given reaction. (1) Reactant: [N:1]1[N:5]2[C:6]([C:10]3[CH:11]=[C:12]([NH:16][C:17](=[O:28])[C:18]4[CH:23]=[CH:22][CH:21]=[C:20]([C:24]([F:27])([F:26])[F:25])[CH:19]=4)[CH:13]=[CH:14][CH:15]=3)=[CH:7][CH2:8][NH:9][C:4]2=[CH:3][CH:2]=1.[H-].[Na+].[C:31](OC(=O)C)(=[O:33])[CH3:32]. Product: [C:31]([N:9]1[CH2:8][CH:7]=[C:6]([C:10]2[CH:11]=[C:12]([NH:16][C:17](=[O:28])[C:18]3[CH:23]=[CH:22][CH:21]=[C:20]([C:24]([F:25])([F:26])[F:27])[CH:19]=3)[CH:13]=[CH:14][CH:15]=2)[N:5]2[N:1]=[CH:2][CH:3]=[C:4]12)(=[O:33])[CH3:32]. The catalyst class is: 3. (2) Reactant: [CH2:1]([S:3](Cl)(=[O:5])=[O:4])[CH3:2].[C:7]([O:11][C:12]([N:14]([C:22]1[C:27]([C:28]#[C:29][Si:30]([CH3:33])([CH3:32])[CH3:31])=[N:26][C:25]([N:34]2[CH2:39][CH2:38][NH:37][CH2:36][CH2:35]2)=[CH:24][N:23]=1)[C:15](=[O:21])[O:16][C:17]([CH3:20])([CH3:19])[CH3:18])=[O:13])([CH3:10])([CH3:9])[CH3:8].CCN(C(C)C)C(C)C. Product: [C:7]([O:11][C:12]([N:14]([C:22]1[C:27]([C:28]#[C:29][Si:30]([CH3:31])([CH3:33])[CH3:32])=[N:26][C:25]([N:34]2[CH2:35][CH2:36][N:37]([S:3]([CH2:1][CH3:2])(=[O:5])=[O:4])[CH2:38][CH2:39]2)=[CH:24][N:23]=1)[C:15](=[O:21])[O:16][C:17]([CH3:19])([CH3:20])[CH3:18])=[O:13])([CH3:8])([CH3:9])[CH3:10]. The catalyst class is: 3. (3) Reactant: [OH:1][CH2:2][CH:3]1[CH2:6][N:5]([C:7]([O:9][C:10]([CH3:13])([CH3:12])[CH3:11])=[O:8])[CH2:4]1.C(N(CC)CC)C.[CH3:21][S:22](Cl)(=[O:24])=[O:23]. Product: [CH3:21][S:22]([O:1][CH2:2][CH:3]1[CH2:6][N:5]([C:7]([O:9][C:10]([CH3:13])([CH3:12])[CH3:11])=[O:8])[CH2:4]1)(=[O:24])=[O:23]. The catalyst class is: 7. (4) Reactant: [OH:1][NH:2][C:3]([N:5]1[CH2:10][CH2:9][N:8]([C:11]([O:13][C:14]([CH3:17])([CH3:16])[CH3:15])=[O:12])[CH2:7][CH2:6]1)=[NH:4].[C:18](O[C:18](=O)[C:19]1[CH:24]=[CH:23][CH:22]=[CH:21][CH:20]=1)(=O)[C:19]1[CH:24]=[CH:23][CH:22]=[CH:21][CH:20]=1. Product: [C:19]1([C:18]2[O:1][N:2]=[C:3]([N:5]3[CH2:6][CH2:7][N:8]([C:11]([O:13][C:14]([CH3:17])([CH3:16])[CH3:15])=[O:12])[CH2:9][CH2:10]3)[N:4]=2)[CH:24]=[CH:23][CH:22]=[CH:21][CH:20]=1. The catalyst class is: 133. (5) Reactant: [F:1][C:2]1[CH:25]=[CH:24][C:5]([CH2:6][NH:7][C:8]([C:10]2[C:11](=[O:23])[C:12]3[S:19][C:18]([CH2:20]Cl)=[C:17]([CH3:22])[C:13]=3[N:14]([CH3:16])[CH:15]=2)=[O:9])=[CH:4][CH:3]=1.[CH3:26][NH:27][CH2:28][C@H:29]([C:31]1[CH:36]=[N:35][CH:34]=[CH:33][N:32]=1)[OH:30].C(N(C(C)C)CC)(C)C. Product: [F:1][C:2]1[CH:25]=[CH:24][C:5]([CH2:6][NH:7][C:8]([C:10]2[C:11](=[O:23])[C:12]3[S:19][C:18]([CH2:20][N:27]([CH2:28][C@@H:29]([OH:30])[C:31]4[CH:36]=[N:35][CH:34]=[CH:33][N:32]=4)[CH3:26])=[C:17]([CH3:22])[C:13]=3[N:14]([CH3:16])[CH:15]=2)=[O:9])=[CH:4][CH:3]=1. The catalyst class is: 18. (6) Reactant: Cl[C:2]1[C:3]2[C:4](=[CH:18][N:19](CC3C=CC(OC)=CC=3)[N:20]=2)[N:5]=[C:6]([C:8]2[CH:13]=[CH:12][CH:11]=[C:10]([S:14]([CH3:17])(=[O:16])=[O:15])[CH:9]=2)[N:7]=1.[NH2:30][C:31]1[CH:36]=[CH:35][C:34]([N:37]2[CH2:42][CH2:41][N:40]([C:43](=[O:45])[CH3:44])[CH2:39][CH2:38]2)=[CH:33][CH:32]=1.Cl. Product: [CH3:17][S:14]([C:10]1[CH:9]=[C:8]([C:6]2[N:7]=[C:2]([NH:30][C:31]3[CH:32]=[CH:33][C:34]([N:37]4[CH2:38][CH2:39][N:40]([C:43](=[O:45])[CH3:44])[CH2:41][CH2:42]4)=[CH:35][CH:36]=3)[C:3]3[NH:20][N:19]=[CH:18][C:4]=3[N:5]=2)[CH:13]=[CH:12][CH:11]=1)(=[O:16])=[O:15]. The catalyst class is: 71.